The task is: Predict the reactants needed to synthesize the given product.. This data is from Full USPTO retrosynthesis dataset with 1.9M reactions from patents (1976-2016). Given the product [CH2:9]([N:3]1[CH:7]=[CH:6][N:5]=[CH:4]1)[CH2:10][CH2:11][CH2:12][CH2:13][CH2:14][CH2:15][CH2:16][N:3]1[CH:7]=[CH:6][N:5]=[CH:4]1, predict the reactants needed to synthesize it. The reactants are: [H-].[Na+].[NH:3]1[CH:7]=[CH:6][N:5]=[CH:4]1.Br[CH2:9][CH2:10][CH2:11][CH2:12][CH2:13][CH2:14][CH2:15][CH2:16]Br.